From a dataset of Catalyst prediction with 721,799 reactions and 888 catalyst types from USPTO. Predict which catalyst facilitates the given reaction. (1) Reactant: BrC1C=CC(C([O:8][C@@H:9]2[C:13]3[N:14]=[CH:15][N:16]=[C:17]([N:18]4[CH2:23][CH2:22][N:21]([C:24]([O:26][C:27]([CH3:30])([CH3:29])[CH3:28])=[O:25])[CH2:20][CH2:19]4)[C:12]=3[C@H:11]([CH3:31])[CH2:10]2)=O)=CC=1.O.O.[OH-].[Li+]. Product: [OH:8][C@@H:9]1[C:13]2[N:14]=[CH:15][N:16]=[C:17]([N:18]3[CH2:23][CH2:22][N:21]([C:24]([O:26][C:27]([CH3:30])([CH3:29])[CH3:28])=[O:25])[CH2:20][CH2:19]3)[C:12]=2[C@H:11]([CH3:31])[CH2:10]1. The catalyst class is: 1. (2) Reactant: [NH2:1][C:2]1[C:11]([I:12])=[CH:10][C:5]([C:6]([O:8]C)=[O:7])=[CH:4][N:3]=1.[OH-].[K+].C1COCC1.Cl. Product: [NH2:1][C:2]1[C:11]([I:12])=[CH:10][C:5]([C:6]([OH:8])=[O:7])=[CH:4][N:3]=1. The catalyst class is: 24.